This data is from Forward reaction prediction with 1.9M reactions from USPTO patents (1976-2016). The task is: Predict the product of the given reaction. Given the reactants [NH:1]1[C:9]2[C:4](=[CH:5][CH:6]=[CH:7][CH:8]=2)[CH2:3][C:2]1=[O:10].[CH3:11][C:12]1[CH:13]=[C:14]([C:19]([OH:21])=[O:20])[NH:15][C:16]=1[CH:17]=O, predict the reaction product. The product is: [CH3:11][C:12]1[CH:13]=[C:14]([C:19]([OH:21])=[O:20])[NH:15][C:16]=1[CH:17]=[C:3]1[C:4]2[C:9](=[CH:8][CH:7]=[CH:6][CH:5]=2)[NH:1][C:2]1=[O:10].